This data is from Catalyst prediction with 721,799 reactions and 888 catalyst types from USPTO. The task is: Predict which catalyst facilitates the given reaction. (1) Reactant: [F:1][C:2]1[CH:7]=[CH:6][C:5]([C:8]2[NH:9][C:10](=[S:24])[N:11]([CH2:20][CH2:21][O:22][CH3:23])[C:12]=2[C:13]2[CH:18]=[CH:17][N:16]=[C:15]([F:19])[CH:14]=2)=[CH:4][CH:3]=1.[C:25](=O)([O-])[O-].[K+].[K+].CI. Product: [F:19][C:15]1[CH:14]=[C:13]([C:12]2[N:11]([CH2:20][CH2:21][O:22][CH3:23])[C:10]([S:24][CH3:25])=[N:9][C:8]=2[C:5]2[CH:6]=[CH:7][C:2]([F:1])=[CH:3][CH:4]=2)[CH:18]=[CH:17][N:16]=1. The catalyst class is: 5. (2) Reactant: [NH2:1][CH:2]1[CH2:6][CH2:5][CH:4]([OH:7])[CH2:3]1.Cl[C:9]1[C:14]([C:15]([O:17][CH2:18][CH3:19])=[O:16])=[CH:13][N:12]=[C:11]([Cl:20])[CH:10]=1.C(O)(C(F)(F)F)=O. Product: [Cl:20][C:11]1[CH:10]=[C:9]([NH:1][C@H:2]2[CH2:6][CH2:5][CH:4]([OH:7])[CH2:3]2)[C:14]([C:15]([O:17][CH2:18][CH3:19])=[O:16])=[CH:13][N:12]=1. The catalyst class is: 192. (3) Reactant: C(OC([N:11]1[CH2:15][C@@H:14]([NH:16][C:17]([C:19]2[CH:28]=[CH:27][C:26]3[C:21](=[CH:22][CH:23]=[CH:24][CH:25]=3)[C:20]=2[OH:29])=[O:18])[CH2:13][C@H:12]1[C:30]1[O:31][CH:32]=[CH:33][N:34]=1)=O)C1C=CC=CC=1. Product: [O:31]1[CH:32]=[CH:33][N:34]=[C:30]1[C@H:12]1[NH:11][CH2:15][C@@H:14]([NH:16][C:17]([C:19]2[CH:28]=[CH:27][C:26]3[C:21](=[CH:22][CH:23]=[CH:24][CH:25]=3)[C:20]=2[OH:29])=[O:18])[CH2:13]1. The catalyst class is: 105. (4) Reactant: [CH3:1][N:2]1[C:6]([CH:7]2[CH2:13][CH2:12][CH:11]=[CH:10][CH2:9][O:8]2)=[C:5]([N+:14]([O-:16])=[O:15])[CH:4]=[N:3]1.C1C=C(Cl)C=C(C(OO)=[O:25])C=1. Product: [CH:11]12[O:25][CH:10]1[CH2:9][O:8][CH:7]([C:6]1[N:2]([CH3:1])[N:3]=[CH:4][C:5]=1[N+:14]([O-:16])=[O:15])[CH2:13][CH2:12]2. The catalyst class is: 2. (5) Reactant: [F:1][C:2]([F:23])([F:22])[O:3][C:4]1[CH:21]=[CH:20][CH:19]=[CH:18][C:5]=1[C:6]([NH:8][C:9]1[N:13]=[C:12]([C:14]([O:16]C)=[O:15])[NH:11][N:10]=1)=[O:7].C(O)C.[OH-].[K+]. Product: [F:23][C:2]([F:1])([F:22])[O:3][C:4]1[CH:21]=[CH:20][CH:19]=[CH:18][C:5]=1[C:6]([NH:8][C:9]1[N:13]=[C:12]([C:14]([OH:16])=[O:15])[NH:11][N:10]=1)=[O:7]. The catalyst class is: 6.